From a dataset of Peptide-MHC class I binding affinity with 185,985 pairs from IEDB/IMGT. Regression. Given a peptide amino acid sequence and an MHC pseudo amino acid sequence, predict their binding affinity value. This is MHC class I binding data. (1) The binding affinity (normalized) is 0.125. The MHC is HLA-A24:03 with pseudo-sequence HLA-A24:03. The peptide sequence is QYEKDPDEL. (2) The peptide sequence is STAPTGSWF. The MHC is HLA-A24:03 with pseudo-sequence HLA-A24:03. The binding affinity (normalized) is 0.585.